This data is from Reaction yield outcomes from USPTO patents with 853,638 reactions. The task is: Predict the reaction yield, written as a fraction of the theoretical maximum amount of product (1.0 means a 100% yield; for example, 0.34 means a 34% yield). The reactants are Cl.[NH2:2][C@@H:3]([CH2:6][CH:7]1[CH2:12][CH2:11][CH2:10][CH2:9][CH2:8]1)[CH2:4][OH:5].C(=O)([O-])[O-].[K+].[K+].O1CCCC1.[Cl:24][CH2:25][C:26](Cl)=[O:27]. The catalyst is O. The product is [Cl:24][CH2:25][C:26]([NH:2][C@H:3]([CH2:4][OH:5])[CH2:6][CH:7]1[CH2:12][CH2:11][CH2:10][CH2:9][CH2:8]1)=[O:27]. The yield is 1.00.